Dataset: Reaction yield outcomes from USPTO patents with 853,638 reactions. Task: Predict the reaction yield, written as a fraction of the theoretical maximum amount of product (1.0 means a 100% yield; for example, 0.34 means a 34% yield). (1) The reactants are [CH3:1][O:2][C:3]1[CH:4]=[C:5]2[C:9](=[CH:10][CH:11]=1)[N:8]([C:12]1[CH:17]=[CH:16][C:15]([OH:18])=[CH:14][CH:13]=1)[C:7]([CH2:19][O:20][CH3:21])=[CH:6]2.Cl[CH2:23][CH2:24][CH2:25][N:26]1[CH2:30][CH2:29][CH2:28][CH2:27]1.[H-].[Na+].[I-].[Na+]. The catalyst is CN(C)C=O.O. The product is [CH3:1][O:2][C:3]1[CH:4]=[C:5]2[C:9](=[CH:10][CH:11]=1)[N:8]([C:12]1[CH:17]=[CH:16][C:15]([O:18][CH2:23][CH2:24][CH2:25][N:26]3[CH2:30][CH2:29][CH2:28][CH2:27]3)=[CH:14][CH:13]=1)[C:7]([CH2:19][O:20][CH3:21])=[CH:6]2. The yield is 0.400. (2) The reactants are [CH3:1][O:2][C:3]([C:5]1[C:14]2[C:9](=[C:10]([N+:15]([O-])=O)[CH:11]=[CH:12][CH:13]=2)[C:8](=[O:18])[N:7]([C:19]2[CH:24]=[CH:23][CH:22]=[CH:21][CH:20]=2)[C:6]=1[CH3:25])=[O:4]. The catalyst is C1COCC1.Cl.[Zn]. The product is [CH3:1][O:2][C:3]([C:5]1[C:14]2[C:9](=[C:10]([NH2:15])[CH:11]=[CH:12][CH:13]=2)[C:8](=[O:18])[N:7]([C:19]2[CH:24]=[CH:23][CH:22]=[CH:21][CH:20]=2)[C:6]=1[CH3:25])=[O:4]. The yield is 0.690.